Task: Predict the product of the given reaction.. Dataset: Forward reaction prediction with 1.9M reactions from USPTO patents (1976-2016) Given the reactants [Br:1][C:2]1[CH:7]=[CH:6][C:5]([C@H:8]([NH:13][C@@H:14]([CH2:18][CH:19]([Cl:21])[Cl:20])[C:15]([OH:17])=O)[C:9]([F:12])([F:11])[F:10])=[CH:4][CH:3]=1.[Cl-].[C:23]([C@@H:25]([NH3+:36])[CH2:26][C:27]1[CH:32]=[CH:31][C:30]([C:33]#[N:34])=[CH:29][C:28]=1[F:35])#[N:24].CN(C(ON1N=NC2C=CC=NC1=2)=[N+](C)C)C.F[P-](F)(F)(F)(F)F.CCN(C(C)C)C(C)C.C(=O)([O-])O.[Na+], predict the reaction product. The product is: [Br:1][C:2]1[CH:3]=[CH:4][C:5]([C@H:8]([NH:13][C@@H:14]([CH2:18][CH:19]([Cl:21])[Cl:20])[C:15]([NH:36][C@H:25]([C:23]#[N:24])[CH2:26][C:27]2[CH:32]=[CH:31][C:30]([C:33]#[N:34])=[CH:29][C:28]=2[F:35])=[O:17])[C:9]([F:10])([F:11])[F:12])=[CH:6][CH:7]=1.